This data is from Catalyst prediction with 721,799 reactions and 888 catalyst types from USPTO. The task is: Predict which catalyst facilitates the given reaction. (1) Reactant: C([Sn](CCCC)(CCCC)[C:6]1[CH:11]=[CH:10][CH:9]=[CH:8][N:7]=1)CCC.I[C:21]1[N:22]=[N:23][C:24]([CH3:27])=[CH:25][CH:26]=1.O. Product: [CH3:27][C:24]1[N:23]=[N:22][C:21]([C:6]2[CH:11]=[CH:10][CH:9]=[CH:8][N:7]=2)=[CH:26][CH:25]=1. The catalyst class is: 555. (2) Reactant: [C:1]1([S:7]([C:10]2[CH:11]=[CH:12][C:13]([NH:17][CH2:18][C:19](Br)([CH3:21])[CH3:20])=[C:14]([OH:16])[CH:15]=2)(=[O:9])=[O:8])[CH:6]=[CH:5][CH:4]=[CH:3][CH:2]=1.C(=O)([O-])[O-:24].[K+].[K+]. Product: [C:1]1([S:7]([C:10]2[CH:11]=[CH:12][C:13]3[NH:17][C:18](=[O:24])[C:19]([CH3:21])([CH3:20])[O:16][C:14]=3[CH:15]=2)(=[O:9])=[O:8])[CH:6]=[CH:5][CH:4]=[CH:3][CH:2]=1. The catalyst class is: 517. (3) Reactant: Cl[C:2]1[N:9]=[C:8]([N:10]([CH2:12][C:13]([CH3:16])([CH3:15])[CH3:14])[CH3:11])[C:7]([F:17])=[CH:6][C:3]=1[C:4]#[N:5].[NH2:18][C:19]1[CH:20]=[C:21]([CH:27]=[CH:28][C:29]=1[CH3:30])[C:22]([NH:24][O:25][CH3:26])=[O:23].[F-].[K+]. Product: [C:4]([C:3]1[C:2]([NH:18][C:19]2[CH:20]=[C:21]([CH:27]=[CH:28][C:29]=2[CH3:30])[C:22]([NH:24][O:25][CH3:26])=[O:23])=[N:9][C:8]([N:10]([CH2:12][C:13]([CH3:16])([CH3:15])[CH3:14])[CH3:11])=[C:7]([F:17])[CH:6]=1)#[N:5]. The catalyst class is: 16. (4) Reactant: [Cl:1][C:2]1[CH:7]=[CH:6][C:5]([C:8]2[C:14]3[CH:15]=[C:16]([O:19][CH3:20])[CH:17]=[CH:18][C:13]=3[N:12]3[C:21]([CH3:24])=[N:22][N:23]=[C:11]3[C@H:10]([CH2:25][C:26](O)=[O:27])[N:9]=2)=[CH:4][CH:3]=1.CN(C(ON1N=NC2C=CC=NC1=2)=[N+](C)C)C.F[P-](F)(F)(F)(F)F.CCN(C(C)C)C(C)C.[NH2:62][CH2:63][C:64]1[CH:69]=[CH:68][CH:67]=[C:66]([OH:70])[C:65]=1[OH:71]. Product: [Cl:1][C:2]1[CH:7]=[CH:6][C:5]([C:8]2[C:14]3[CH:15]=[C:16]([O:19][CH3:20])[CH:17]=[CH:18][C:13]=3[N:12]3[C:21]([CH3:24])=[N:22][N:23]=[C:11]3[C@H:10]([CH2:25][C:26]([NH:62][CH2:63][C:64]3[CH:69]=[CH:68][CH:67]=[C:66]([OH:70])[C:65]=3[OH:71])=[O:27])[N:9]=2)=[CH:4][CH:3]=1. The catalyst class is: 2. (5) Product: [Cl:8][C:5]1[N:6]=[CH:7][C:2]([N:13]2[CH2:14][CH2:15][CH:10]([OH:9])[CH2:11][CH2:12]2)=[N:3][CH:4]=1. The catalyst class is: 41. Reactant: Cl[C:2]1[CH:7]=[N:6][C:5]([Cl:8])=[CH:4][N:3]=1.[OH:9][CH:10]1[CH2:15][CH2:14][NH:13][CH2:12][CH2:11]1.